The task is: Regression. Given a peptide amino acid sequence and an MHC pseudo amino acid sequence, predict their binding affinity value. This is MHC class I binding data.. This data is from Peptide-MHC class I binding affinity with 185,985 pairs from IEDB/IMGT. (1) The peptide sequence is QEAARAALQ. The MHC is HLA-A01:01 with pseudo-sequence HLA-A01:01. The binding affinity (normalized) is 0. (2) The peptide sequence is QEVKMVAWW. The MHC is Mamu-B52 with pseudo-sequence Mamu-B52. The binding affinity (normalized) is 0.308. (3) The peptide sequence is HIGHHYIWIK. The MHC is HLA-A68:01 with pseudo-sequence HLA-A68:01. The binding affinity (normalized) is 0.553. (4) The peptide sequence is YPACEAIGL. The MHC is HLA-B40:01 with pseudo-sequence HLA-B40:01. The binding affinity (normalized) is 0.0847. (5) The peptide sequence is YREGRDQL. The MHC is Mamu-B03 with pseudo-sequence Mamu-B03. The binding affinity (normalized) is 0.301. (6) The peptide sequence is YLHRDIFDI. The MHC is HLA-B07:02 with pseudo-sequence HLA-B07:02. The binding affinity (normalized) is 0.0847. (7) The peptide sequence is MPASWVMRIM. The MHC is HLA-A30:02 with pseudo-sequence HLA-A30:02. The binding affinity (normalized) is 0.176.